The task is: Predict the reaction yield, written as a fraction of the theoretical maximum amount of product (1.0 means a 100% yield; for example, 0.34 means a 34% yield).. This data is from Reaction yield outcomes from USPTO patents with 853,638 reactions. (1) The reactants are [CH:1]([C@H:4]1[N:9]([C:10]2[N:15]=[C:14]([O:16][CH3:17])[C:13]([C:18]([F:21])([F:20])[F:19])=[CH:12][N:11]=2)[CH2:8][CH2:7][N:6]2[C:22]3[CH:28]=[C:27]([S:29]([CH3:32])(=[O:31])=[O:30])[C:26]([C:33](OC)=[O:34])=[CH:25][C:23]=3[N:24]=[C:5]12)([CH3:3])[CH3:2].CC(C[AlH]CC(C)C)C.[NH4+].[Cl-]. The catalyst is C(Cl)Cl.C1(C)C=CC=CC=1. The product is [CH:1]([C@H:4]1[N:9]([C:10]2[N:15]=[C:14]([O:16][CH3:17])[C:13]([C:18]([F:21])([F:19])[F:20])=[CH:12][N:11]=2)[CH2:8][CH2:7][N:6]2[C:22]3[CH:28]=[C:27]([S:29]([CH3:32])(=[O:30])=[O:31])[C:26]([CH2:33][OH:34])=[CH:25][C:23]=3[N:24]=[C:5]12)([CH3:3])[CH3:2]. The yield is 0.246. (2) The reactants are [Cl:1][C:2]1[CH:10]=[CH:9][C:5]([C:6]([OH:8])=O)=[CH:4][N:3]=1.C(N(CC)C(C)C)(C)C.[NH2:20][CH2:21][C:22]1[C:31](=[O:32])[C:30]2[C:25](=[CH:26][C:27]([Cl:33])=[CH:28][CH:29]=2)[N:24]([C:34]2[CH:39]=[CH:38][CH:37]=[CH:36][CH:35]=2)[CH:23]=1. The catalyst is C(Cl)Cl. The product is [Cl:1][C:2]1[CH:10]=[CH:9][C:5]([C:6]([NH:20][CH2:21][C:22]2[C:31](=[O:32])[C:30]3[C:25](=[CH:26][C:27]([Cl:33])=[CH:28][CH:29]=3)[N:24]([C:34]3[CH:35]=[CH:36][CH:37]=[CH:38][CH:39]=3)[CH:23]=2)=[O:8])=[CH:4][N:3]=1. The yield is 0.760. (3) The reactants are S(=O)(=O)(O)O.C(=O)([O-])O.[Na+].[CH3:11][O:12][C:13]([C:15]1[CH:23]=[C:22]2[C:18]([C:19](C)([CH2:24]O)[NH:20][NH:21]2)=[CH:17][CH:16]=1)=[O:14]. No catalyst specified. The product is [CH3:11][O:12][C:13]([C:15]1[CH:23]=[C:22]2[C:18]([C:19]([CH3:24])=[N:20][NH:21]2)=[CH:17][CH:16]=1)=[O:14]. The yield is 0.870. (4) The reactants are [CH2:1]([N:3]1[C:7]([N:8]2[CH2:14][CH2:13][CH2:12][C@@H:11]([NH:15][C:16](=[O:21])[C:17]([F:20])([F:19])[F:18])[CH2:10][CH2:9]2)=[C:6]([N+:22]([O-])=O)[CH:5]=[N:4]1)[CH3:2].[C:25]([O:29][C:30]([NH:32][C:33]1[S:37][C:36]([C:38]2[CH:43]=[CH:42][CH:41]=[CH:40][C:39]=2[F:44])=[N:35][C:34]=1[C:45](O)=[O:46])=[O:31])([CH3:28])([CH3:27])[CH3:26]. No catalyst specified. The product is [F:44][C:39]1[CH:40]=[CH:41][CH:42]=[CH:43][C:38]=1[C:36]1[S:37][C:33]([NH:32][C:30](=[O:31])[O:29][C:25]([CH3:27])([CH3:26])[CH3:28])=[C:34]([C:45](=[O:46])[NH:22][C:6]2[CH:5]=[N:4][N:3]([CH2:1][CH3:2])[C:7]=2[N:8]2[CH2:14][CH2:13][CH2:12][C@@H:11]([NH:15][C:16](=[O:21])[C:17]([F:20])([F:19])[F:18])[CH2:10][CH2:9]2)[N:35]=1. The yield is 0.720. (5) The reactants are [CH2:1]([O:8][C:9]1[CH:17]=[C:16]([O:18][CH2:19][C:20]2[CH:25]=[CH:24][CH:23]=[CH:22][CH:21]=2)[C:15]([CH:26]([CH3:28])[CH3:27])=[CH:14][C:10]=1[C:11](O)=[O:12])[C:2]1[CH:7]=[CH:6][CH:5]=[CH:4][CH:3]=1.C(Cl)(=O)C(Cl)=O.[CH2:35]1[N:40]([C:41]2[CH:46]=[CH:45][C:44]([NH2:47])=[CH:43][CH:42]=2)[CH2:39][CH2:38][O:37][CH2:36]1.C(=O)([O-])O.[Na+]. The catalyst is O1CCCC1.N1C=CC=CC=1.CN(C)C=O.ClCCl. The product is [CH2:1]([O:8][C:9]1[CH:17]=[C:16]([O:18][CH2:19][C:20]2[CH:25]=[CH:24][CH:23]=[CH:22][CH:21]=2)[C:15]([CH:26]([CH3:27])[CH3:28])=[CH:14][C:10]=1[C:11]([NH:47][C:44]1[CH:43]=[CH:42][C:41]([N:40]2[CH2:35][CH2:36][O:37][CH2:38][CH2:39]2)=[CH:46][CH:45]=1)=[O:12])[C:2]1[CH:7]=[CH:6][CH:5]=[CH:4][CH:3]=1. The yield is 0.870. (6) The reactants are [CH2:1]([C:6]1[S:7][C:8]2[N:9]=[C:10]([NH2:21])[N:11]=[C:12]([N:15]3[CH2:20][CH2:19][NH:18][CH2:17][CH2:16]3)[C:13]=2[N:14]=1)[CH2:2][CH2:3][CH2:4][CH3:5].[CH3:22][O:23][C:24]1[CH:34]=[CH:33][C:27]([O:28][CH2:29][C:30](O)=[O:31])=[CH:26][CH:25]=1. No catalyst specified. The product is [NH2:21][C:10]1[N:11]=[C:12]([N:15]2[CH2:20][CH2:19][N:18]([C:30](=[O:31])[CH2:29][O:28][C:27]3[CH:33]=[CH:34][C:24]([O:23][CH3:22])=[CH:25][CH:26]=3)[CH2:17][CH2:16]2)[C:13]2[N:14]=[C:6]([CH2:1][CH2:2][CH2:3][CH2:4][CH3:5])[S:7][C:8]=2[N:9]=1. The yield is 0.340. (7) The reactants are [O-]P([O-])([O-])=O.[K+].[K+].[K+].[CH2:9]([NH2:16])[C:10]1[CH:15]=[CH:14][CH:13]=[CH:12][CH:11]=1.I[C:18]1[CH:24]=[CH:23][C:21]([NH2:22])=[CH:20][CH:19]=1.C(O)CO. The catalyst is [Cu]I.CCCCCC.C(OCC)(=O)C.CC(O)C. The product is [CH2:9]([NH:16][C:18]1[CH:24]=[CH:23][C:21]([NH2:22])=[CH:20][CH:19]=1)[C:10]1[CH:15]=[CH:14][CH:13]=[CH:12][CH:11]=1. The yield is 0.510. (8) The reactants are Br[C:2]1[CH:7]=[CH:6][C:5]([C:8](=[C:17]2[CH2:22][CH2:21][CH2:20][CH2:19][CH2:18]2)[C:9]2[CH:14]=[CH:13][C:12]([OH:15])=[C:11]([F:16])[CH:10]=2)=[CH:4][CH:3]=1.[C:23]([O:27][C:28]([CH3:31])([CH3:30])[CH3:29])(=[O:26])[CH:24]=[CH2:25].CC1C=CC=CC=1P(C1C=CC=CC=1C)C1C=CC=CC=1C.CCN(CC)CC. The catalyst is C([O-])(=O)C.[Pd+2].C([O-])(=O)C.O. The product is [C:17]1(=[C:8]([C:9]2[CH:14]=[CH:13][C:12]([OH:15])=[C:11]([F:16])[CH:10]=2)[C:5]2[CH:6]=[CH:7][C:2](/[CH:25]=[CH:24]/[C:23]([O:27][C:28]([CH3:31])([CH3:30])[CH3:29])=[O:26])=[CH:3][CH:4]=2)[CH2:22][CH2:21][CH2:20][CH2:19][CH2:18]1. The yield is 0.540. (9) The reactants are [F:1][C:2]1[CH:7]=[CH:6][CH:5]=[C:4]([F:8])[C:3]=1[N:9]1[C:14]2[N:15]=[C:16]([NH:27][CH2:28][CH2:29][C:30]#[N:31])[N:17]=[C:18]([C:19]3[CH:24]=[CH:23][C:22]([F:25])=[CH:21][C:20]=3[CH3:26])[C:13]=2[CH:12]=[CH:11][C:10]1=[O:32].Cl.C(N(CC)CC)C.[N-:41]=[N+:42]=[N-:43].[Na+]. The catalyst is C1(C)C=CC=CC=1. The product is [F:1][C:2]1[CH:7]=[CH:6][CH:5]=[C:4]([F:8])[C:3]=1[N:9]1[C:14]2[N:15]=[C:16]([NH:27][CH2:28][CH2:29][C:30]3[NH:43][N:42]=[N:41][N:31]=3)[N:17]=[C:18]([C:19]3[CH:24]=[CH:23][C:22]([F:25])=[CH:21][C:20]=3[CH3:26])[C:13]=2[CH:12]=[CH:11][C:10]1=[O:32]. The yield is 0.450. (10) The reactants are S(Cl)([Cl:3])=O.[ClH:5].[CH3:6][O:7][C:8]1[C:13]([CH2:14]O)=[CH:12][CH:11]=[CH:10][N:9]=1. The catalyst is C(Cl)Cl. The product is [ClH:3].[CH3:6][O:7][C:8]1[C:13]([CH2:14][Cl:5])=[CH:12][CH:11]=[CH:10][N:9]=1. The yield is 0.810.